The task is: Predict the product of the given reaction.. This data is from Forward reaction prediction with 1.9M reactions from USPTO patents (1976-2016). Given the reactants [CH2:1]([O:3][CH:4]([O:7][CH2:8][CH3:9])[CH2:5][NH2:6])[CH3:2].[F:10][C:11]1[CH:18]=[C:17]([F:19])[CH:16]=[CH:15][C:12]=1[CH:13]=O, predict the reaction product. The product is: [F:10][C:11]1[CH:18]=[C:17]([F:19])[CH:16]=[CH:15][C:12]=1[CH2:13][NH:6][CH2:5][CH:4]([O:7][CH2:8][CH3:9])[O:3][CH2:1][CH3:2].